From a dataset of Full USPTO retrosynthesis dataset with 1.9M reactions from patents (1976-2016). Predict the reactants needed to synthesize the given product. (1) The reactants are: [F:1][C:2]1[CH:7]=[CH:6][C:5]([C:8]2[C:13](/[CH:14]=[CH:15]/[CH:16]([OH:22])[CH2:17][C:18]([O:20]C)=[O:19])=[C:12]([CH:23]([CH3:25])[CH3:24])[N:11]=[C:10]([N:26]([CH3:31])[S:27]([CH3:30])(=[O:29])=[O:28])[N:9]=2)=[CH:4][CH:3]=1.[OH-].[Na+].O.COC(C)(C)C. Given the product [F:1][C:2]1[CH:7]=[CH:6][C:5]([C:8]2[C:13](/[CH:14]=[CH:15]/[CH:16]([OH:22])[CH2:17][C:18]([OH:20])=[O:19])=[C:12]([CH:23]([CH3:25])[CH3:24])[N:11]=[C:10]([N:26]([CH3:31])[S:27]([CH3:30])(=[O:29])=[O:28])[N:9]=2)=[CH:4][CH:3]=1, predict the reactants needed to synthesize it. (2) Given the product [CH3:1][O:2][C:3](=[O:19])[C:4]([CH3:17])([CH3:18])[CH:5]([N:9]1[C:10]2[CH:15]=[CH:14][CH:13]=[CH:12][C:11]=2[NH:16][C:20]1=[O:21])[CH2:6][O:7][CH3:8], predict the reactants needed to synthesize it. The reactants are: [CH3:1][O:2][C:3](=[O:19])[C:4]([CH3:18])([CH3:17])[CH:5]([NH:9][C:10]1[CH:15]=[CH:14][CH:13]=[CH:12][C:11]=1[NH2:16])[CH2:6][O:7][CH3:8].[C:20](N1C=CN=C1)(N1C=CN=C1)=[O:21]. (3) Given the product [Br:1][CH2:43][C:42]([C:39]1[CH:40]=[CH:41][C:36]([O:35][CH3:34])=[C:37]([CH3:45])[CH:38]=1)=[O:44], predict the reactants needed to synthesize it. The reactants are: [Br-:1].[Br-].[Br-].C1([N+](C)(C)C)C=CC=CC=1.C1([N+](C)(C)C)C=CC=CC=1.C1([N+](C)(C)C)C=CC=CC=1.[CH3:34][O:35][C:36]1[CH:41]=[CH:40][C:39]([C:42](=[O:44])[CH3:43])=[CH:38][C:37]=1[CH3:45]. (4) Given the product [OH:5][CH:3]([CH3:4])[CH2:2][NH:1][C:11](=[O:12])[C:10]1[CH:14]=[CH:15][CH:16]=[CH:17][C:9]=1[N+:6]([O-:8])=[O:7], predict the reactants needed to synthesize it. The reactants are: [NH2:1][CH2:2][CH:3]([OH:5])[CH3:4].[N+:6]([C:9]1[CH:17]=[CH:16][CH:15]=[CH:14][C:10]=1[C:11](Cl)=[O:12])([O-:8])=[O:7]. (5) Given the product [F:28][C:27]1[C:22]([C:20]2[CH:21]=[C:16]([C:12]3[N:4]4[CH:5]=[CH:6][C:7]([C:8]([F:9])([F:10])[F:11])=[C:2]([F:1])[C:3]4=[N:14][CH:13]=3)[CH:17]=[CH:18][C:19]=2[F:30])=[N:23][CH:24]=[C:25]([F:29])[CH:26]=1, predict the reactants needed to synthesize it. The reactants are: [F:1][C:2]1[C:3]2[N:4]([CH:12]=[CH:13][N:14]=2)[CH:5]=[CH:6][C:7]=1[C:8]([F:11])([F:10])[F:9].Br[C:16]1[CH:17]=[CH:18][C:19]([F:30])=[C:20]([C:22]2[C:27]([F:28])=[CH:26][C:25]([F:29])=[CH:24][N:23]=2)[CH:21]=1. (6) Given the product [CH3:40][C:37]1[CH:38]=[C:39]2[C:34](=[CH:35][CH:36]=1)[C:23]([C:29]([O:31][CH2:32][CH3:33])=[O:30])([C:24]([O:26][CH2:27][CH3:28])=[O:25])[CH2:22][CH:21]2[CH:20]=[CH2:19], predict the reactants needed to synthesize it. The reactants are: [In].[Cl-].[In+3].[Cl-].[Cl-].[Cl-].[Li+].C(N(C)C)CCC.C(O[CH2:19][CH:20]=[CH:21][CH2:22][C:23]([C:34]1[CH:39]=[CH:38][C:37]([CH3:40])=[CH:36][C:35]=1I)([C:29]([O:31][CH2:32][CH3:33])=[O:30])[C:24]([O:26][CH2:27][CH3:28])=[O:25])(=O)C. (7) Given the product [C:26]([O:30][C:31]([N:10]1[C:11]2[C:16](=[CH:15][CH:14]=[C:13]([Cl:17])[CH:12]=2)/[C:8](=[CH:7]/[C:6]2[CH:19]=[C:2]([Br:1])[CH:3]=[CH:4][C:5]=2[O:20][CH2:21][C:22]([F:24])([F:25])[F:23])/[C:9]1=[O:18])=[O:32])([CH3:29])([CH3:28])[CH3:27], predict the reactants needed to synthesize it. The reactants are: [Br:1][C:2]1[CH:3]=[CH:4][C:5]([O:20][CH2:21][C:22]([F:25])([F:24])[F:23])=[C:6]([CH:19]=1)/[CH:7]=[C:8]1\[C:9](=[O:18])[NH:10][C:11]2[C:16]\1=[CH:15][CH:14]=[C:13]([Cl:17])[CH:12]=2.[C:26]([O:30][C:31](O[C:31]([O:30][C:26]([CH3:29])([CH3:28])[CH3:27])=[O:32])=[O:32])([CH3:29])([CH3:28])[CH3:27].